From a dataset of Forward reaction prediction with 1.9M reactions from USPTO patents (1976-2016). Predict the product of the given reaction. (1) Given the reactants [F:1][C:2]1[CH:3]=[C:4]([C:9]#[C:10][Si](C)(C)C)[C:5]([NH2:8])=[N:6][CH:7]=1.C([O-])([O-])=O.[K+].[K+], predict the reaction product. The product is: [C:9]([C:4]1[C:5]([NH2:8])=[N:6][CH:7]=[C:2]([F:1])[CH:3]=1)#[CH:10]. (2) Given the reactants C([NH:11][C@H:12]([C:23]([OH:25])=[O:24])[CH2:13][C:14]1[CH:19]=[CH:18][C:17]([N+:20]([O-:22])=[O:21])=[CH:16][CH:15]=1)(OCC1C=CC=CC=1)=O.CC(=C)C.S(=O)(=O)(O)O.C(=O)([O-])[O-].[Na+].[Na+], predict the reaction product. The product is: [N+:20]([C:17]1[CH:16]=[CH:15][C:14]([CH2:13][C@@H:12]([C:23]([OH:25])=[O:24])[NH2:11])=[CH:19][CH:18]=1)([O-:22])=[O:21]. (3) Given the reactants C1N=CN(C(N2C=NC=C2)=O)C=1.[CH3:13][O:14][CH2:15][CH2:16][O:17][CH2:18][C:19]([OH:21])=O.O[N:23]=[C:24]([C:26]1[CH:27]=[CH:28][C:29]([CH3:40])=[C:30]([NH:32][C:33](=[O:39])[O:34][C:35]([CH3:38])([CH3:37])[CH3:36])[CH:31]=1)[NH2:25], predict the reaction product. The product is: [CH3:13][O:14][CH2:15][CH2:16][O:17][CH2:18][C:19]1[O:21][N:23]=[C:24]([C:26]2[CH:27]=[CH:28][C:29]([CH3:40])=[C:30]([NH:32][C:33](=[O:39])[O:34][C:35]([CH3:36])([CH3:37])[CH3:38])[CH:31]=2)[N:25]=1. (4) Given the reactants Br[C:2]1[CH:11]=[CH:10][C:9]2[N:8]=[CH:7][C:6]3[N:12]([CH3:23])[C:13](=[O:22])[N:14]([C:15]4[C:16]([CH3:21])=[N:17][N:18]([CH3:20])[CH:19]=4)[C:5]=3[C:4]=2[CH:3]=1.[C:24]1(=[O:29])[CH2:28][CH2:27][CH2:26][CH2:25]1, predict the reaction product. The product is: [CH3:20][N:18]1[CH:19]=[C:15]([N:14]2[C:5]3[C:4]4[CH:3]=[C:2]([C:6]5[CH:7]=[N:8][CH:9]=[C:4]([C:24]6([OH:29])[CH2:28][CH2:27][CH2:26][CH2:25]6)[CH:5]=5)[CH:11]=[CH:10][C:9]=4[N:8]=[CH:7][C:6]=3[N:12]([CH3:23])[C:13]2=[O:22])[C:16]([CH3:21])=[N:17]1. (5) Given the reactants [NH2:1][C:2]1[C:3]([C:9]([NH:11][C:12]2[CH:17]=[CH:16][CH:15]=[CH:14][CH:13]=2)=[O:10])=[N:4][C:5](Br)=[CH:6][N:7]=1.B([C:21]1[CH:29]=[CH:28][C:24]([C:25]([OH:27])=[O:26])=[CH:23][CH:22]=1)(O)O.C([O-])([O-])=O.[Na+].[Na+].N#N, predict the reaction product. The product is: [NH2:1][C:2]1[N:7]=[CH:6][C:5]([C:21]2[CH:29]=[CH:28][C:24]([C:25]([OH:27])=[O:26])=[CH:23][CH:22]=2)=[N:4][C:3]=1[C:9](=[O:10])[NH:11][C:12]1[CH:17]=[CH:16][CH:15]=[CH:14][CH:13]=1. (6) Given the reactants [CH2:1]([N:8]([CH2:22][C:23]1[CH:28]=[CH:27][CH:26]=[CH:25][CH:24]=1)[C@H:9]1[C@H:13](O)[CH2:12][N:11]([C:15]([O:17][C:18]([CH3:21])([CH3:20])[CH3:19])=[O:16])[CH2:10]1)[C:2]1[CH:7]=[CH:6][CH:5]=[CH:4][CH:3]=1.C(N(S(F)(F)[F:35])CC)C, predict the reaction product. The product is: [CH2:1]([N:8]([CH2:22][C:23]1[CH:28]=[CH:27][CH:26]=[CH:25][CH:24]=1)[C@H:9]1[C@H:13]([F:35])[CH2:12][N:11]([C:15]([O:17][C:18]([CH3:21])([CH3:20])[CH3:19])=[O:16])[CH2:10]1)[C:2]1[CH:7]=[CH:6][CH:5]=[CH:4][CH:3]=1. (7) Given the reactants [NH:1]1[CH2:6][CH2:5][CH2:4][CH2:3][CH2:2]1.C([O-])([O-])=O.[K+].[K+].Cl[CH2:14][C:15]([NH:17][CH3:18])=[O:16].C[N:20](C=O)C, predict the reaction product. The product is: [NH2:20][CH:4]1[CH2:5][CH2:6][N:1]([CH2:14][C:15]([NH:17][CH3:18])=[O:16])[CH2:2][CH2:3]1.